From a dataset of Full USPTO retrosynthesis dataset with 1.9M reactions from patents (1976-2016). Predict the reactants needed to synthesize the given product. (1) Given the product [CH3:17][O:16][C:14]([N:1]1[CH2:5][CH:4]=[CH:3][CH2:2]1)=[O:15], predict the reactants needed to synthesize it. The reactants are: [NH:1]1[CH2:5][CH:4]=[CH:3][CH2:2]1.C(N(CC)CC)C.Cl[C:14]([O:16][CH3:17])=[O:15]. (2) Given the product [C:1]1([C:7]2[N:12]=[C:11]3[C:13]([CH:16]4[CH2:17][CH2:18][N:19]([C:22]([C:23]5[CH:28]=[CH:27][CH:26]=[CH:25][CH:24]=5)=[O:46])[CH2:20][CH2:21]4)=[CH:14][NH:15][C:10]3=[C:9]([C:29]([NH2:31])=[O:30])[CH:8]=2)[CH:6]=[CH:5][CH:4]=[CH:3][CH:2]=1, predict the reactants needed to synthesize it. The reactants are: [C:1]1([C:7]2[N:12]=[C:11]3[C:13]([C:16]4[CH2:17][CH2:18][N:19]([CH2:22][C:23]5[CH:28]=[CH:27][CH:26]=[CH:25][CH:24]=5)[CH2:20][CH:21]=4)=[CH:14][NH:15][C:10]3=[C:9]([C:29]([NH2:31])=[O:30])[CH:8]=2)[CH:6]=[CH:5][CH:4]=[CH:3][CH:2]=1.C(N(CC)CC)C.C(Cl)(=[O:46])C1C=CC=CC=1. (3) Given the product [Cl:1][C:2]1[CH:3]=[C:4]([S:9]([NH:13][C:14]2[CH:23]=[CH:22][C:17]([C:18]([OH:20])=[O:19])=[C:16]([OH:24])[CH:15]=2)(=[O:11])=[O:10])[CH:5]=[C:6]([Cl:8])[CH:7]=1, predict the reactants needed to synthesize it. The reactants are: [Cl:1][C:2]1[CH:3]=[C:4]([S:9](Cl)(=[O:11])=[O:10])[CH:5]=[C:6]([Cl:8])[CH:7]=1.[NH2:13][C:14]1[CH:15]=[C:16]([OH:24])[C:17](=[CH:22][CH:23]=1)[C:18]([O:20]C)=[O:19].N1C=CC=CC=1. (4) Given the product [O:1]=[C:5]1[NH:14][C:13]2[CH:15]([C:18]([OH:20])=[O:19])[CH2:16][CH2:17][C:2]=2[CH:3]=[CH:4]1, predict the reactants needed to synthesize it. The reactants are: [O:1]1[CH2:5][CH2:4][CH2:3][CH2:2]1.[Li+].[OH-].ClC1[N:14]=[C:13]2[CH:15]([C:18]([O:20]C)=[O:19])[CH2:16][CH2:17]C2=CC=1. (5) The reactants are: [OH:1][C@@H:2]([CH2:17][N:18]1[CH2:23][CH2:22][O:21][CH2:20][CH2:19]1)[CH2:3][N:4]1[CH2:9][CH2:8][C:7]2[NH:10][C:11]([CH:14]=O)=[C:12]([CH3:13])[C:6]=2[C:5]1=[O:16].[CH3:24][O:25][C:26]1[CH:27]=[C:28]2[C:32](=[CH:33][CH:34]=1)[NH:31][C:30](=[O:35])[CH2:29]2. Given the product [OH:1][C@@H:2]([CH2:17][N:18]1[CH2:23][CH2:22][O:21][CH2:20][CH2:19]1)[CH2:3][N:4]1[CH2:9][CH2:8][C:7]2[NH:10][C:11](/[CH:14]=[C:29]3\[C:30](=[O:35])[NH:31][C:32]4[C:28]\3=[CH:27][C:26]([O:25][CH3:24])=[CH:34][CH:33]=4)=[C:12]([CH3:13])[C:6]=2[C:5]1=[O:16], predict the reactants needed to synthesize it. (6) The reactants are: [F:1][C@@H:2]1[C@@H:6]([CH2:7][O:8][C:9](=[O:34])[CH2:10][CH2:11][C:12]([O:14][CH:15]([CH2:25][O:26]CC2C=CC=CC=2)[CH2:16][O:17]CC2C=CC=CC=2)=[O:13])[O:5][C@@H:4]([N:35]2[C:45]3[N:44]=[C:42]([NH2:43])[NH:41][C:39](=[O:40])[C:38]=3[N:37]=[CH:36]2)[CH2:3]1. Given the product [F:1][C@@H:2]1[C@@H:6]([CH2:7][O:8][C:9](=[O:34])[CH2:10][CH2:11][C:12]([O:14][CH:15]([CH2:16][OH:17])[CH2:25][OH:26])=[O:13])[O:5][C@@H:4]([N:35]2[C:45]3[N:44]=[C:42]([NH2:43])[NH:41][C:39](=[O:40])[C:38]=3[N:37]=[CH:36]2)[CH2:3]1, predict the reactants needed to synthesize it. (7) Given the product [C:24]([C:20]1[C:21]([CH3:23])=[CH:22][C:17]([C:15]([NH:14][CH:11]2[CH2:12][CH2:13][NH:8][CH2:9][CH2:10]2)=[O:16])=[CH:18][N:19]=1)#[N:25], predict the reactants needed to synthesize it. The reactants are: C(OC([N:8]1[CH2:13][CH2:12][CH:11]([NH:14][C:15]([C:17]2[CH:18]=[N:19][C:20]([C:24]#[N:25])=[C:21]([CH3:23])[CH:22]=2)=[O:16])[CH2:10][CH2:9]1)=O)(C)(C)C.Cl.